Dataset: Catalyst prediction with 721,799 reactions and 888 catalyst types from USPTO. Task: Predict which catalyst facilitates the given reaction. (1) Reactant: [CH2:1]([O:3][C:4]([N:6]1[CH2:11][CH2:10][N:9]([C:12](=[O:39])[C@@H:13]([NH:23][C:24]([C:26]2[CH:31]=[C:30](Cl)[N:29]=[C:28]([C:33]3[CH:38]=[CH:37][CH:36]=[CH:35][CH:34]=3)[N:27]=2)=[O:25])[CH2:14][CH2:15][C:16]([O:18][C:19]([CH3:22])([CH3:21])[CH3:20])=[O:17])[CH2:8][CH2:7]1)=[O:5])[CH3:2].[C:53]1(P([C:53]2[CH:58]=[CH:57][CH:56]=[CH:55][CH:54]=2)[C:53]2[CH:58]=[CH:57][CH:56]=[CH:55][CH:54]=2)[CH:58]=[CH:57][CH:56]=[CH:55][CH:54]=1.[CH3:59][CH2:60][OH:61].C(=O)([O-])[O-:63].[Na+].[Na+]. Product: [CH2:1]([O:3][C:4]([N:6]1[CH2:11][CH2:10][N:9]([C:12](=[O:39])[C@@H:13]([NH:23][C:24]([C:26]2[CH:31]=[C:30]([C:56]3[CH2:55][CH2:54][C:53]4([O:63][CH2:59][CH2:60][O:61]4)[CH2:58][CH:57]=3)[N:29]=[C:28]([C:33]3[CH:38]=[CH:37][CH:36]=[CH:35][CH:34]=3)[N:27]=2)=[O:25])[CH2:14][CH2:15][C:16]([O:18][C:19]([CH3:22])([CH3:21])[CH3:20])=[O:17])[CH2:8][CH2:7]1)=[O:5])[CH3:2]. The catalyst class is: 93. (2) Reactant: ClC1C=C([O:8][C@@H:9]2[CH2:14][N:13]([C:15]([O:17][C:18]([CH3:21])([CH3:20])[CH3:19])=[O:16])[C@H:12]([C:22]([N:24]3[CH2:29][CH:28]=[C:27]([C:30]4[CH:35]=[C:34]([CH3:36])[C:33]([C:37]#[N:38])=[C:32]([CH3:39])[CH:31]=4)[CH2:26][CH2:25]3)=[O:23])[C@@H:11]([C:40]([O:42][CH3:43])=[O:41])[CH2:10]2)C=NC=1.NO. Product: [C:37]([C:33]1[C:34]([CH3:36])=[CH:35][C:30]([C:27]2[CH2:28][CH2:29][N:24]([C:22]([C@@H:12]3[C@@H:11]([C:40]([O:42][CH3:43])=[O:41])[CH2:10][C@@H:9]([OH:8])[CH2:14][N:13]3[C:15]([O:17][C:18]([CH3:20])([CH3:19])[CH3:21])=[O:16])=[O:23])[CH2:25][CH:26]=2)=[CH:31][C:32]=1[CH3:39])#[N:38]. The catalyst class is: 5. (3) Reactant: [Br:1][C:2]1[C:3]([O:12][CH3:13])=[CH:4][C:5]2[S:9][C:8]([NH2:10])=[N:7][C:6]=2[CH:11]=1.[CH2:14]([N:16]=[C:17]=[O:18])[CH3:15]. Product: [Br:1][C:2]1[C:3]([O:12][CH3:13])=[CH:4][C:5]2[S:9][C:8]([NH:10][C:17]([NH:16][CH2:14][CH3:15])=[O:18])=[N:7][C:6]=2[CH:11]=1. The catalyst class is: 12. (4) The catalyst class is: 7. Reactant: [Br:1][C:2]1[CH:3]=[C:4]2[N:10]=[C:9]([NH2:11])[S:8][C:5]2=[N:6][CH:7]=1.C(N(CC)CC)C.[CH2:19]([N:22]=[C:23]=[O:24])[CH:20]=[CH2:21]. Product: [CH2:19]([NH:22][C:23]([NH:11][C:9]1[S:8][C:5]2[C:4]([N:10]=1)=[CH:3][C:2]([Br:1])=[CH:7][N:6]=2)=[O:24])[CH:20]=[CH2:21]. (5) Reactant: [H-].[Na+].CO[C:5](=[O:28])[C:6]1[C:11]([Cl:12])=[CH:10][C:9]([Cl:13])=[CH:8][C:7]=1[NH:14][C:15](=[O:27])[CH:16]([C:18]1[CH:23]=[CH:22][C:21]([N+:24]([O-:26])=[O:25])=[CH:20][CH:19]=1)[CH3:17]. Product: [Cl:12][C:11]1[CH:10]=[C:9]([Cl:13])[CH:8]=[C:7]2[C:6]=1[C:5](=[O:28])[C:16]([CH3:17])([C:18]1[CH:19]=[CH:20][C:21]([N+:24]([O-:26])=[O:25])=[CH:22][CH:23]=1)[C:15](=[O:27])[NH:14]2. The catalyst class is: 1. (6) Reactant: [BH4-].[Na+].[CH2:3]([N:10]1[CH2:15][CH:14]([CH2:16][CH3:17])[C:13](=[O:18])[C:12]([CH2:20][CH3:21])([CH3:19])[CH2:11]1)[C:4]1[CH:9]=[CH:8][CH:7]=[CH:6][CH:5]=1. The catalyst class is: 5. Product: [CH2:3]([N:10]1[CH2:15][CH:14]([CH2:16][CH3:17])[CH:13]([OH:18])[C:12]([CH2:20][CH3:21])([CH3:19])[CH2:11]1)[C:4]1[CH:5]=[CH:6][CH:7]=[CH:8][CH:9]=1.